From a dataset of Peptide-MHC class I binding affinity with 185,985 pairs from IEDB/IMGT. Regression. Given a peptide amino acid sequence and an MHC pseudo amino acid sequence, predict their binding affinity value. This is MHC class I binding data. (1) The peptide sequence is PLTFGWCYKL. The MHC is HLA-A68:01 with pseudo-sequence HLA-A68:01. The binding affinity (normalized) is 0.0770. (2) The peptide sequence is SPPIPMSRL. The MHC is HLA-B35:01 with pseudo-sequence HLA-B35:01. The binding affinity (normalized) is 0. (3) The peptide sequence is KVLSIMAFIL. The MHC is HLA-A02:06 with pseudo-sequence HLA-A02:06. The binding affinity (normalized) is 0.727. (4) The peptide sequence is VPPESVEAA. The MHC is HLA-A03:01 with pseudo-sequence HLA-A03:01. The binding affinity (normalized) is 0.0847.